This data is from Catalyst prediction with 721,799 reactions and 888 catalyst types from USPTO. The task is: Predict which catalyst facilitates the given reaction. (1) Reactant: Cl.[F:2][CH:3]1[CH2:8][CH2:7][CH2:6][NH:5][CH2:4]1.[Cl:9][C:10]1[CH:11]=[C:12]([NH:17][C:18]2[C:27]3[C:22](=[CH:23][C:24]([O:35][CH3:36])=[C:25]([NH:28][C:29](=[O:34])[CH:30]=[CH:31][CH2:32]Cl)[CH:26]=3)[N:21]=[CH:20][N:19]=2)[CH:13]=[CH:14][C:15]=1[F:16].CCN(C(C)C)C(C)C. Product: [Cl:9][C:10]1[CH:11]=[C:12]([NH:17][C:18]2[C:27]3[C:22](=[CH:23][C:24]([O:35][CH3:36])=[C:25]([NH:28][C:29](=[O:34])[CH:30]=[CH:31][CH2:32][N:5]4[CH2:6][CH2:7][CH2:8][CH:3]([F:2])[CH2:4]4)[CH:26]=3)[N:21]=[CH:20][N:19]=2)[CH:13]=[CH:14][C:15]=1[F:16]. The catalyst class is: 56. (2) Reactant: C(O[BH-](OC(=O)C)OC(=O)C)(=O)C.[Na+].FC(F)(F)C(O)=O.[CH3:22][CH:23]([O:25][C:26]1[CH:33]=[CH:32][C:31]([C:34]2[O:38][N:37]=[C:36]([C:39]3[CH:49]=[CH:48][C:42]4[CH2:43][CH2:44][NH:45][CH2:46][CH2:47][C:41]=4[C:40]=3[CH3:50])[N:35]=2)=[CH:30][C:27]=1[C:28]#[N:29])[CH3:24].[O:51]=[CH:52][C@@H:53]([CH2:55]O)[OH:54].C(=O)([O-])O.[Na+].C(Cl)[Cl:63]. Product: [ClH:63].[OH:54][C@H:53]([CH2:52][OH:51])[CH2:55][N:45]1[CH2:44][CH2:43][C:42]2[CH:48]=[CH:49][C:39]([C:36]3[N:35]=[C:34]([C:31]4[CH:32]=[CH:33][C:26]([O:25][CH:23]([CH3:22])[CH3:24])=[C:27]([CH:30]=4)[C:28]#[N:29])[O:38][N:37]=3)=[C:40]([CH3:50])[C:41]=2[CH2:47][CH2:46]1. The catalyst class is: 5. (3) Reactant: [Cl:1][C:2]1[CH:7]=[CH:6][C:5]([C:8]([C:11]2[N:15]([C:16]3[CH:21]=[CH:20][C:19]([F:22])=[CH:18][CH:17]=3)[C:14]([S:23][CH2:24][C:25]3[C:30]([F:31])=[CH:29][C:28]([S:32]([NH:35][C@H:36]([CH3:41])[C:37]([O:39][CH3:40])=[O:38])(=[O:34])=[O:33])=[CH:27][C:26]=3[F:42])=[N:13][CH:12]=2)([CH3:10])[CH3:9])=[CH:4][C:3]=1[O:43][CH3:44].C([O-])([O-])=O.[K+].[K+].[Br:51][CH2:52][CH2:53][CH2:54]Br. Product: [Br:51][CH2:52][CH2:53][CH2:54][N:35]([C@H:36]([CH3:41])[C:37]([O:39][CH3:40])=[O:38])[S:32]([C:28]1[CH:27]=[C:26]([F:42])[C:25]([CH2:24][S:23][C:14]2[N:15]([C:16]3[CH:21]=[CH:20][C:19]([F:22])=[CH:18][CH:17]=3)[C:11]([C:8]([C:5]3[CH:6]=[CH:7][C:2]([Cl:1])=[C:3]([O:43][CH3:44])[CH:4]=3)([CH3:9])[CH3:10])=[CH:12][N:13]=2)=[C:30]([F:31])[CH:29]=1)(=[O:33])=[O:34]. The catalyst class is: 23. (4) Product: [O:1]1[C:5]2=[C:6]([N:10]([C:11]([O:13][C:14]([CH3:17])([CH3:16])[CH3:15])=[O:12])[C:11]([O:13][C:14]([CH3:17])([CH3:16])[CH3:15])=[O:26])[N:7]=[CH:8][CH:9]=[C:4]2[CH:3]=[CH:2]1. Reactant: [O:1]1[C:5]2=[C:6]([NH2:10])[N:7]=[CH:8][CH:9]=[C:4]2[CH:3]=[CH:2]1.[C:11](O[C:11]([O:13][C:14]([CH3:17])([CH3:16])[CH3:15])=[O:12])([O:13][C:14]([CH3:17])([CH3:16])[CH3:15])=[O:12].[OH2:26]. The catalyst class is: 64. (5) Reactant: [Cl:1][C:2]1[CH:3]=[C:4]2[C:8](=[CH:9][CH:10]=1)[N:7]([S:11]([C:14]1[CH:19]=[CH:18][C:17]([O:20][CH3:21])=[C:16]([N:22]3[CH2:27][CH2:26][NH:25][CH2:24][CH2:23]3)[CH:15]=1)(=[O:13])=[O:12])[CH:6]=[C:5]2[CH:28]([F:30])[F:29].[C:31]([BH3-])#N.[Na+].C=O. Product: [Cl:1][C:2]1[CH:3]=[C:4]2[C:8](=[CH:9][CH:10]=1)[N:7]([S:11]([C:14]1[CH:19]=[CH:18][C:17]([O:20][CH3:21])=[C:16]([N:22]3[CH2:23][CH2:24][N:25]([CH3:31])[CH2:26][CH2:27]3)[CH:15]=1)(=[O:13])=[O:12])[CH:6]=[C:5]2[CH:28]([F:29])[F:30]. The catalyst class is: 5.